Dataset: Catalyst prediction with 721,799 reactions and 888 catalyst types from USPTO. Task: Predict which catalyst facilitates the given reaction. (1) Reactant: C1C=C(Cl)C=C(C(OO)=O)C=1.[CH3:12][CH:13]([CH3:41])[CH2:14][N:15]1[C:27]2[C:26]3[CH:25]=[CH:24][C:23]([O:28][C:29]4[CH:34]=[CH:33][C:32]([N+:35]([O-:37])=[O:36])=[CH:31][CH:30]=4)=[CH:22][C:21]=3[N:20]=[CH:19][C:18]=2[N:17]=[C:16]1[CH2:38][CH2:39][CH3:40].[OH-].[NH4+:43].C1(C)C=CC(S(Cl)(=O)=O)=CC=1. Product: [CH3:12][CH:13]([CH3:41])[CH2:14][N:15]1[C:27]2[C:26]3[CH:25]=[CH:24][C:23]([O:28][C:29]4[CH:34]=[CH:33][C:32]([N+:35]([O-:37])=[O:36])=[CH:31][CH:30]=4)=[CH:22][C:21]=3[N:20]=[C:19]([NH2:43])[C:18]=2[N:17]=[C:16]1[CH2:38][CH2:39][CH3:40]. The catalyst class is: 452. (2) Reactant: Br[C:2]1[O:6][C:5]([C:7]([O:9][CH3:10])=[O:8])=[CH:4][CH:3]=1.[C:11]1(B(O)O)[CH:16]=[CH:15][CH:14]=[CH:13][CH:12]=1.C(=O)([O-])[O-].[Na+].[Na+]. Product: [CH3:10][O:9][C:7]([C:5]1[O:6][C:2]([C:11]2[CH:16]=[CH:15][CH:14]=[CH:13][CH:12]=2)=[CH:3][CH:4]=1)=[O:8]. The catalyst class is: 109. (3) Reactant: C(N([CH2:6][CH3:7])CC)C.[Cl:8][CH:9]([C:13]1[CH:18]=[CH:17][CH:16]=[CH:15][CH:14]=1)[C:10](Cl)=[O:11].[OH2:19]. Product: [Cl:8][CH:9]([C:13]1[CH:18]=[CH:17][CH:16]=[CH:15][CH:14]=1)[C:10]([O:19][CH2:6][CH3:7])=[O:11]. The catalyst class is: 5.